Dataset: Forward reaction prediction with 1.9M reactions from USPTO patents (1976-2016). Task: Predict the product of the given reaction. (1) Given the reactants [CH3:1][N:2]([C:12]([NH:14][C@H:15]([C:19]([OH:21])=O)[CH:16]([CH3:18])[CH3:17])=[O:13])[CH2:3][C:4]1[N:5]=[C:6]([CH:9]([CH3:11])[CH3:10])[S:7][CH:8]=1.OC1C2N=NNC=2C=CC=1.C1(N=C=NC2CCCCC2)CCCCC1.[NH2:47][C@@H:48]([CH2:70][C:71]1[CH:76]=[CH:75][CH:74]=[CH:73][CH:72]=1)[CH2:49][C@H:50]([OH:69])[C@@H:51]([NH:59][C:60]([O:62][CH2:63][C:64]1[S:68][CH:67]=[N:66][CH:65]=1)=[O:61])[CH2:52][C:53]1[CH:58]=[CH:57][CH:56]=[CH:55][CH:54]=1.C1C=CC2N(O)N=NC=2C=1, predict the reaction product. The product is: [CH3:1][N:2]([C:12]([NH:14][C@H:15]([C:19]([NH:47][C@@H:48]([CH2:70][C:71]1[CH:72]=[CH:73][CH:74]=[CH:75][CH:76]=1)[CH2:49][C@H:50]([OH:69])[C@@H:51]([NH:59][C:60]([O:62][CH2:63][C:64]1[S:68][CH:67]=[N:66][CH:65]=1)=[O:61])[CH2:52][C:53]1[CH:58]=[CH:57][CH:56]=[CH:55][CH:54]=1)=[O:21])[CH:16]([CH3:17])[CH3:18])=[O:13])[CH2:3][C:4]1[N:5]=[C:6]([CH:9]([CH3:10])[CH3:11])[S:7][CH:8]=1. (2) Given the reactants [CH:1]([C:4]1[N:5]=[C:6]([CH2:9][CH2:10][C:11]2[CH:28]=[CH:27][N:14]3[C:15](=[O:26])[C:16]([O:19][CH2:20][C:21]([O:23]CC)=[O:22])=[CH:17][N:18]=[C:13]3[CH:12]=2)[S:7][CH:8]=1)([CH3:3])[CH3:2].[OH-].[Li+], predict the reaction product. The product is: [CH:1]([C:4]1[N:5]=[C:6]([CH2:9][CH2:10][C:11]2[CH:28]=[CH:27][N:14]3[C:15](=[O:26])[C:16]([O:19][CH2:20][C:21]([OH:23])=[O:22])=[CH:17][N:18]=[C:13]3[CH:12]=2)[S:7][CH:8]=1)([CH3:3])[CH3:2]. (3) Given the reactants C[O:2][C:3](=[O:27])[C:4]1[CH:9]=[C:8]([C:10]#[C:11][C:12]2[CH:17]=[CH:16][C:15]([C:18](=[O:21])[NH:19][CH3:20])=[CH:14][CH:13]=2)[CH:7]=[CH:6][C:5]=1[O:22][C:23]([F:26])([F:25])[F:24].[OH-].[K+], predict the reaction product. The product is: [CH3:20][NH:19][C:18]([C:15]1[CH:14]=[CH:13][C:12]([C:11]#[C:10][C:8]2[CH:7]=[CH:6][C:5]([O:22][C:23]([F:24])([F:25])[F:26])=[C:4]([CH:9]=2)[C:3]([OH:27])=[O:2])=[CH:17][CH:16]=1)=[O:21].